This data is from Forward reaction prediction with 1.9M reactions from USPTO patents (1976-2016). The task is: Predict the product of the given reaction. (1) Given the reactants [C:1]([O:5][C:6](=[O:23])[N:7]([C:16]1[CH:21]=[CH:20][C:19]([F:22])=[CH:18][CH:17]=1)[CH2:8][C:9]1[CH:14]=[CH:13][C:12](I)=[CH:11][CH:10]=1)([CH3:4])([CH3:3])[CH3:2].[CH:24]1([NH2:27])[CH2:26][CH2:25]1.C(=O)([O-])[O-].[K+].[K+].N1CCC[C@H]1C(O)=O, predict the reaction product. The product is: [C:1]([O:5][C:6](=[O:23])[N:7]([CH2:8][C:9]1[CH:14]=[CH:13][C:12]([NH:27][CH:24]2[CH2:26][CH2:25]2)=[CH:11][CH:10]=1)[C:16]1[CH:21]=[CH:20][C:19]([F:22])=[CH:18][CH:17]=1)([CH3:4])([CH3:3])[CH3:2]. (2) The product is: [CH3:20][N:13]1[CH2:18][CH2:17][N:16]([C:8]([C:7]2[CH:6]=[CH:5][C:4]([N+:1]([O-:3])=[O:2])=[CH:12][CH:11]=2)=[O:10])[CH2:15][CH2:14]1. Given the reactants [N+:1]([C:4]1[CH:12]=[CH:11][C:7]([C:8]([OH:10])=O)=[CH:6][CH:5]=1)([O-:3])=[O:2].[NH:13]1[CH2:18][CH2:17][NH:16][CH2:15][CH2:14]1.Cl.[CH3:20]N(C)CCCN=C=NCC.ON1C2C=CC=CC=2N=N1.O1CCCC1.C(=O)(O)[O-].[Na+], predict the reaction product. (3) Given the reactants Cl.[NH2:2][OH:3].C([O-])(=O)C.[Na+].[Cl:9][C:10]1[CH:11]=[C:12]([CH:15]=[CH:16][C:17]=1[Cl:18])[CH:13]=O, predict the reaction product. The product is: [Cl:9][C:10]1[CH:11]=[C:12]([CH:15]=[CH:16][C:17]=1[Cl:18])[CH:13]=[N:2][OH:3]. (4) Given the reactants [NH:1]1[C:10]2[C:5](=[CH:6][CH:7]=[CH:8][CH:9]=2)[CH2:4][CH2:3][CH2:2]1.N1C=CC=CC=1.Cl[C:18]([O:20][C:21]1[CH:26]=[CH:25][C:24]([N+:27]([O-:29])=[O:28])=[CH:23][CH:22]=1)=[O:19].O, predict the reaction product. The product is: [N:1]1([C:18]([O:20][C:21]2[CH:22]=[CH:23][C:24]([N+:27]([O-:29])=[O:28])=[CH:25][CH:26]=2)=[O:19])[C:10]2[C:5](=[CH:6][CH:7]=[CH:8][CH:9]=2)[CH2:4][CH2:3][CH2:2]1.